Dataset: Forward reaction prediction with 1.9M reactions from USPTO patents (1976-2016). Task: Predict the product of the given reaction. (1) Given the reactants [NH:1]1[CH2:6][CH2:5][CH2:4][CH2:3][C@H:2]1[C:7]([O:9][C@@H:10]([C:23]1[CH:28]=[CH:27][CH:26]=[C:25]([O:29][CH2:30][CH2:31][N:32]2[CH2:37][CH2:36][O:35][CH2:34][CH2:33]2)[CH:24]=1)[CH2:11][CH2:12][C:13]1[CH:18]=[CH:17][C:16]([O:19][CH3:20])=[C:15]([O:21][CH3:22])[CH:14]=1)=[O:8].CN(C(ON1N=NC2C=CC=NC1=2)=[N+](C)C)C.F[P-](F)(F)(F)(F)F.[OH:62][C@@:63]1([C:70](=[O:74])[C:71](O)=[O:72])[CH2:68][CH2:67][CH2:66][CH2:65][C@H:64]1[CH3:69], predict the reaction product. The product is: [OH:62][C@@:63]1([C:70](=[O:74])[C:71]([N:1]2[CH2:6][CH2:5][CH2:4][CH2:3][C@H:2]2[C:7]([O:9][C@@H:10]([C:23]2[CH:28]=[CH:27][CH:26]=[C:25]([O:29][CH2:30][CH2:31][N:32]3[CH2:33][CH2:34][O:35][CH2:36][CH2:37]3)[CH:24]=2)[CH2:11][CH2:12][C:13]2[CH:18]=[CH:17][C:16]([O:19][CH3:20])=[C:15]([O:21][CH3:22])[CH:14]=2)=[O:8])=[O:72])[CH2:68][CH2:67][CH2:66][CH2:65][C@H:64]1[CH3:69]. (2) The product is: [Cl:21][CH2:22][C:23]([NH:2][C:3]1[C:12]2[C:7](=[CH:8][CH:9]=[CH:10][CH:11]=2)[CH:6]=[CH:5][C:4]=1[OH:13])=[O:24]. Given the reactants Cl.[NH2:2][C:3]1[C:12]2[C:7](=[CH:8][CH:9]=[CH:10][CH:11]=2)[CH:6]=[CH:5][C:4]=1[OH:13].C(N(CC)CC)C.[Cl:21][CH2:22][C:23](Cl)=[O:24].O, predict the reaction product.